From a dataset of NCI-60 drug combinations with 297,098 pairs across 59 cell lines. Regression. Given two drug SMILES strings and cell line genomic features, predict the synergy score measuring deviation from expected non-interaction effect. Drug 1: COC1=C(C=C2C(=C1)N=CN=C2NC3=CC(=C(C=C3)F)Cl)OCCCN4CCOCC4. Drug 2: CN(CC1=CN=C2C(=N1)C(=NC(=N2)N)N)C3=CC=C(C=C3)C(=O)NC(CCC(=O)O)C(=O)O. Cell line: 786-0. Synergy scores: CSS=29.1, Synergy_ZIP=-8.54, Synergy_Bliss=-6.70, Synergy_Loewe=-1.02, Synergy_HSA=0.334.